This data is from Reaction yield outcomes from USPTO patents with 853,638 reactions. The task is: Predict the reaction yield, written as a fraction of the theoretical maximum amount of product (1.0 means a 100% yield; for example, 0.34 means a 34% yield). The reactants are [S:1]1[CH:5]=[CH:4][C:3]2[C:6](=O)[C:7]3[S:8][CH:9]=[CH:10][C:11]=3[C:12](=O)[C:2]1=2.[CH2:15]([Mg]Br)[CH2:16][CH2:17][CH2:18][CH2:19][CH2:20][CH2:21][CH3:22].Cl[Sn]Cl. The catalyst is C1COCC1. The product is [CH2:15]([C:6]1[C:7]2[S:8][CH:9]=[CH:10][C:11]=2[C:12]([CH2:5][CH2:4][CH2:3][CH2:2][CH2:12][CH2:11][CH2:7][CH3:6])=[C:2]2[S:1][CH:5]=[CH:4][C:3]=12)[CH2:16][CH2:17][CH2:18][CH2:19][CH2:20][CH2:21][CH3:22]. The yield is 0.376.